This data is from Experimentally validated miRNA-target interactions with 360,000+ pairs, plus equal number of negative samples. The task is: Binary Classification. Given a miRNA mature sequence and a target amino acid sequence, predict their likelihood of interaction. (1) Result: 0 (no interaction). The protein sequence of the target gene is MASLDDPGEVREGFLCPLCLKDLQSFYQLQSHYEEEHLEDRDVKGQIKNLVQKARKAKNKLLKREGDDRVEPGTQGYESFSYGGVDPYMWEPQELGAMRSHLSDFKKHRAARIDHYVVEVNKLIIRLEKLTAFDRTNTETSKIRAIEKSVVPWVNDQDVPFCPDCGNKFSIRNRRHHCRLCGSIMCKKCMELIGLPLAHKLTSASKDSLSTHTSPSQSPNSVHGSRRGSISSMSSVSSVLDEKDDDRIRCCTHCKDKLLKREQQMDEKEHTPDIVKLYEKLRLCMEKVDQKAPEYIRMAA.... The miRNA is mmu-miR-664-3p with sequence UAUUCAUUUACUCCCCAGCCUA. (2) The miRNA is mmu-miR-5126 with sequence GCGGGCGGGGCCGGGGGCGGGG. The protein sequence of the target gene is MSLPLTEEQRKKIEENRQKALARRAEKLLAEQHQRTSSGTSIAGNPFQAKQGPSQNFPRESCKPVSHGVIFKQQNLSSSSNADQRPHDSHSFQAKGIWKKPEEMPTACPGHSPRSQMALTGISPPLAQSPPEVPKQQLLSYELGQGHAQASPEIRFTPFANPTHKPLAKPKSSQETPAHSSGQPPRDAKLEAKTAKASPSGQNISYIHSSSESVTPRTEGRLQQKSGSSVQKGVNSQKGKCVRNGDRFQVLIGYNAELIAVFKTLPSKNYDPDTKTWNFSMNDYSALMKAAQSLPTVNLQ.... Result: 0 (no interaction). (3) The miRNA is hsa-miR-548w with sequence AAAAGUAACUGCGGUUUUUGCCU. The protein sequence of the target gene is MAGSRLPRQLFLQGVAAVFMFAFASLYTQIPGLYGPEGILPARRTLRPQGKGRWQQLWETPTLLWEAPRLGLDTAQGLELLSLLGALVALGALLLSPLRHPVIYLLLWAAYLSACQVGQVFLYFQWDSLLLETGFLAVLVAPLRPASHRKEAPQGRQAGALPHEDLPFWLVRWLLFRLMFASGVVKLTSRCPAWWGLTALTYHYETQCLPTPAAWFAHHLPVWLHKLSVVATFLIEIAVPPLFFAPIRRLRLAAFYSQVLLQVLIIITGNYNFFNLMTLVLTTALLDDQHLAAEPGHGSR.... Result: 0 (no interaction). (4) The miRNA is hsa-miR-6739-3p with sequence AUUGUUCUGUCUUUCUCCCAG. The protein sequence of the target gene is METQLSNGPTCNNTANGPTTINNNCSSPVDSGNTEDSKTNLIVNYLPQNMTQEELKSLFGSIGEIESCKLVRDKITGQSLGYGFVNYIDPKDAEKAINTLNGLRLQTKTIKVSYARPSSASIRDANLYVSGLPKTMTQKELEQLFSQYGRIITSRILVDQVTGISRGVGFIRFDKRIEAEEAIKGLNGQKPPGATEPITVKFANNPSQKTNQAILSQLYQSPNRRYPGPLAQQAQRFRLDNLLNMAYGVKRFSPMTIDGMTSLAGINIPGHPGTGWCIFVYNLAPDADESILWQMFGPFG.... Result: 1 (interaction).